Dataset: Full USPTO retrosynthesis dataset with 1.9M reactions from patents (1976-2016). Task: Predict the reactants needed to synthesize the given product. (1) Given the product [Cl:12][CH2:8][C:2]1[S:1][C:5]([CH2:14][Cl:17])=[CH:4][CH:3]=1, predict the reactants needed to synthesize it. The reactants are: [S:1]1[C:5](CO)=[CH:4][CH:3]=[C:2]1[CH2:8]O.S(Cl)([Cl:12])=O.[CH:14]([Cl:17])(Cl)Cl. (2) Given the product [CH:14]1([C:5]2[CH:6]=[C:7]([C:10]([F:11])([F:12])[F:13])[CH:8]=[CH:9][C:4]=2[C:3]([OH:17])=[O:2])[CH2:16][CH2:15]1, predict the reactants needed to synthesize it. The reactants are: C[O:2][C:3](=[O:17])[C:4]1[CH:9]=[CH:8][C:7]([C:10]([F:13])([F:12])[F:11])=[CH:6][C:5]=1[CH:14]1[CH2:16][CH2:15]1.[OH-].[Na+]. (3) Given the product [C:8]([C:16]1[CH:21]=[CH:20][CH:19]=[CH:18][C:17]=1[NH:22][C:23]([C@@H:25]1[N:33]([C:34](=[O:53])[C@@H:35]([NH:39][C:40](=[O:52])[C@@H:41]([NH:43][CH3:44])[CH3:42])[CH:36]([CH3:38])[CH3:37])[C:28]2=[N:29][CH:30]=[CH:31][CH:32]=[C:27]2[CH2:26]1)=[O:24])(=[O:15])[C:9]1[CH:14]=[CH:13][CH:12]=[CH:11][CH:10]=1, predict the reactants needed to synthesize it. The reactants are: C(O)(C(F)(F)F)=O.[C:8]([C:16]1[CH:21]=[CH:20][CH:19]=[CH:18][C:17]=1[NH:22][C:23]([C@@H:25]1[N:33]([C:34](=[O:53])[C@@H:35]([NH:39][C:40](=[O:52])[C@@H:41]([N:43](C)[C:44](=O)OC(C)(C)C)[CH3:42])[CH:36]([CH3:38])[CH3:37])[C:28]2=[N:29][CH:30]=[CH:31][CH:32]=[C:27]2[CH2:26]1)=[O:24])(=[O:15])[C:9]1[CH:14]=[CH:13][CH:12]=[CH:11][CH:10]=1. (4) The reactants are: [CH2:1]([CH:8]1[CH2:13][CH2:12][N:11]([CH2:14][CH2:15][NH:16][C:17]([C:19]2[C:24]([NH2:25])=[N:23][C:22]([NH2:26])=[C:21]([Cl:27])[N:20]=2)=[O:18])[CH2:10][CH2:9]1)[C:2]1[CH:7]=[CH:6][CH:5]=[CH:4][CH:3]=1.[CH3:28][I:29]. Given the product [I-:29].[CH2:1]([CH:8]1[CH2:9][CH2:10][N+:11]([CH2:14][CH2:15][NH:16][C:17]([C:19]2[C:24]([NH2:25])=[N:23][C:22]([NH2:26])=[C:21]([Cl:27])[N:20]=2)=[O:18])([CH3:28])[CH2:12][CH2:13]1)[C:2]1[CH:3]=[CH:4][CH:5]=[CH:6][CH:7]=1, predict the reactants needed to synthesize it. (5) Given the product [Cl:1][C:2]1[CH:7]=[CH:6][CH:5]=[C:4]([Cl:8])[C:3]=1[NH:9][C:10]([NH:12][C:13]1[C:22]2[C:17](=[CH:18][C:19]([O:25][CH2:26][CH:27]3[CH2:32][CH2:31][N:30]([CH3:33])[CH2:29][CH2:28]3)=[C:20]([O:23][CH3:24])[CH:21]=2)[N:16]=[CH:15][N:14]=1)=[O:11], predict the reactants needed to synthesize it. The reactants are: [Cl:1][C:2]1[CH:7]=[CH:6][CH:5]=[C:4]([Cl:8])[C:3]=1[N:9]=[C:10]=[O:11].[NH2:12][C:13]1[C:22]2[C:17](=[CH:18][C:19]([O:25][CH2:26][CH:27]3[CH2:32][CH2:31][N:30]([CH3:33])[CH2:29][CH2:28]3)=[C:20]([O:23][CH3:24])[CH:21]=2)[N:16]=[CH:15][N:14]=1.